Dataset: Catalyst prediction with 721,799 reactions and 888 catalyst types from USPTO. Task: Predict which catalyst facilitates the given reaction. (1) Reactant: [Cl:1][C:2]1[CH:3]=[CH:4][C:5]2[N:6]([C:8]([CH:17]3[CH:22]=[CH:21][N:20](C(OCC)=O)[N:19]=[CH:18]3)=[C:9]([C:11]3[CH:16]=[CH:15][CH:14]=[CH:13][CH:12]=3)[N:10]=2)[N:7]=1.C1(Cl)C(Cl)=C(Cl)C(=O)C(=O)C=1Cl.[OH-].[Na+]. Product: [Cl:1][C:2]1[CH:3]=[CH:4][C:5]2[N:6]([C:8]([C:17]3[CH:22]=[CH:21][N:20]=[N:19][CH:18]=3)=[C:9]([C:11]3[CH:12]=[CH:13][CH:14]=[CH:15][CH:16]=3)[N:10]=2)[N:7]=1. The catalyst class is: 22. (2) Reactant: [F:1][C:2]([F:15])([F:14])[C:3]1[CH:4]=[C:5]2[C:9](=[CH:10][CH:11]=1)[CH2:8][CH:7]([CH2:12][OH:13])[CH2:6]2.CC(OI1(OC(C)=O)(OC(C)=O)OC(=O)C2C=CC=CC1=2)=O. The catalyst class is: 2. Product: [F:1][C:2]([F:14])([F:15])[C:3]1[CH:4]=[C:5]2[C:9](=[CH:10][CH:11]=1)[CH2:8][CH:7]([CH:12]=[O:13])[CH2:6]2. (3) The catalyst class is: 5. Reactant: Br[C:2]1[C:3]([C:25]2[CH:30]=[CH:29][N:28]=[CH:27][CH:26]=2)=[C:4]([C:17]2[CH:22]=[CH:21][C:20]([F:23])=[C:19]([F:24])[CH:18]=2)[N:5]([Si](C(C)C)(C(C)C)C(C)C)[CH:6]=1.[CH2:31]([O:33][C:34]1[CH:39]=[CH:38][C:37]([C@H:40]2[CH2:48][N:47]3[C@H:42]([CH2:43][C:44](=O)[CH2:45][CH2:46]3)[CH2:41]2)=[CH:36][CH:35]=1)[CH3:32].C(OCC)(=O)C.C(N)(C)C. Product: [CH2:31]([O:33][C:34]1[CH:39]=[CH:38][C:37]([C@H:40]2[CH2:48][N:47]3[C@H:42]([CH:43]=[C:44]([C:2]4[C:3]([C:25]5[CH:30]=[CH:29][N:28]=[CH:27][CH:26]=5)=[C:4]([C:17]5[CH:22]=[CH:21][C:20]([F:23])=[C:19]([F:24])[CH:18]=5)[NH:5][CH:6]=4)[CH2:45][CH2:46]3)[CH2:41]2)=[CH:36][CH:35]=1)[CH3:32]. (4) Reactant: [CH3:1][C:2]1([CH3:13])[C:11](=[O:12])[CH2:10][CH2:9][C:4]2([O:8][CH2:7][CH2:6][O:5]2)[CH2:3]1.[BH4-].[Na+].C(OCC)(=O)C.O. Product: [CH3:1][C:2]1([CH3:13])[CH:11]([OH:12])[CH2:10][CH2:9][C:4]2([O:5][CH2:6][CH2:7][O:8]2)[CH2:3]1. The catalyst class is: 5. (5) The catalyst class is: 1. Reactant: [CH2:1]1[C:4]2([CH2:7][N:6]([C:8]3[N:17]=[CH:16][CH:15]=[CH:14][C:9]=3[C:10](OC)=[O:11])[CH2:5]2)[CH2:3][O:2]1.[H-].[Al+3].[Li+].[H-].[H-].[H-].O.[OH-].[Na+]. Product: [CH2:1]1[C:4]2([CH2:5][N:6]([C:8]3[C:9]([CH2:10][OH:11])=[CH:14][CH:15]=[CH:16][N:17]=3)[CH2:7]2)[CH2:3][O:2]1. (6) Reactant: C([O:5][C:6]([CH:8]1[CH:12]([C:13]2[S:14][CH:15]=[C:16]([Br:18])[CH:17]=2)[C:11]([C:21]2[CH:26]=[CH:25][C:24]([Cl:27])=[CH:23][C:22]=2[F:28])([C:19]#[N:20])[CH:10]([CH2:29][C:30]([CH3:33])([CH3:32])[CH3:31])[NH:9]1)=[O:7])(C)(C)C.[F:34][C:35]([F:40])([F:39])[C:36]([OH:38])=[O:37]. Product: [F:34][C:35]([F:40])([F:39])[C:36]([OH:38])=[O:37].[Br:18][C:16]1[CH:17]=[C:13]([CH:12]2[C:11]([C:21]3[CH:26]=[CH:25][C:24]([Cl:27])=[CH:23][C:22]=3[F:28])([C:19]#[N:20])[CH:10]([CH2:29][C:30]([CH3:31])([CH3:32])[CH3:33])[NH:9][CH:8]2[C:6]([OH:7])=[O:5])[S:14][CH:15]=1. The catalyst class is: 4.